This data is from Reaction yield outcomes from USPTO patents with 853,638 reactions. The task is: Predict the reaction yield, written as a fraction of the theoretical maximum amount of product (1.0 means a 100% yield; for example, 0.34 means a 34% yield). (1) The catalyst is CC(N(C)C)=O. The reactants are [NH:1]1[CH2:6][CH2:5][CH:4]([N:7]2[CH2:12][CH2:11][CH:10]([N:13]3[C@@H:22]4[C@H:17]([CH2:18][CH2:19][CH2:20][CH2:21]4)[O:16][CH2:15][C:14]3=[O:23])[CH2:9][CH2:8]2)[CH2:3][CH2:2]1.[CH3:24][N:25]1[CH:29]=[CH:28][CH:27]=[C:26]1[C:30](O)=[O:31].CN(C(ON1N=NC2C=CC=NC1=2)=[N+](C)C)C.F[P-](F)(F)(F)(F)F.C(N(C(C)C)CC)(C)C. The yield is 0.560. The product is [CH3:24][N:25]1[CH:29]=[CH:28][CH:27]=[C:26]1[C:30]([N:1]1[CH2:6][CH2:5][CH:4]([N:7]2[CH2:8][CH2:9][CH:10]([N:13]3[C@@H:22]4[C@H:17]([CH2:18][CH2:19][CH2:20][CH2:21]4)[O:16][CH2:15][C:14]3=[O:23])[CH2:11][CH2:12]2)[CH2:3][CH2:2]1)=[O:31]. (2) The reactants are [Br:1][C:2]1[CH:3]=[C:4]([NH:8][C:9]2[C:18]3[C:13](=[CH:14][N:15]=[C:16](F)[CH:17]=3)[N:12]=[CH:11][C:10]=2[C:20]#[N:21])[CH:5]=[CH:6][CH:7]=1.[CH3:22][O:23][C:24]1[CH:31]=[CH:30][C:27]([CH2:28][NH2:29])=[CH:26][CH:25]=1.CO.C(Cl)(Cl)Cl. The catalyst is C(O)C. The product is [Br:1][C:2]1[CH:3]=[C:4]([NH:8][C:9]2[C:18]3[C:13](=[CH:14][N:15]=[C:16]([NH:29][CH2:28][C:27]4[CH:30]=[CH:31][C:24]([O:23][CH3:22])=[CH:25][CH:26]=4)[CH:17]=3)[N:12]=[CH:11][C:10]=2[C:20]#[N:21])[CH:5]=[CH:6][CH:7]=1. The yield is 0.450. (3) The reactants are [F:1][C:2]1[C:10]([O:11][CH2:12][C:13]2[S:14][CH:15]=[C:16]([C:18]3[CH:23]=[CH:22][CH:21]=[C:20]([O:24]C)[CH:19]=3)[N:17]=2)=[CH:9][CH:8]=[C:7]([F:26])[C:3]=1[C:4]([NH2:6])=[O:5].B(Br)(Br)Br.C([O-])(O)=O.[Na+]. The catalyst is C(Cl)Cl. The product is [F:1][C:2]1[C:10]([O:11][CH2:12][C:13]2[S:14][CH:15]=[C:16]([C:18]3[CH:23]=[CH:22][CH:21]=[C:20]([OH:24])[CH:19]=3)[N:17]=2)=[CH:9][CH:8]=[C:7]([F:26])[C:3]=1[C:4]([NH2:6])=[O:5]. The yield is 0.330. (4) The reactants are C([NH:4][C:5]([C@@H:26]1[CH2:30][CH2:29][N:28]([S:31]([C:34]2[CH:39]=[CH:38][CH:37]=[CH:36][C:35]=2[N+:40]([O-:42])=[O:41])(=[O:33])=[O:32])[CH2:27]1)([CH2:13][CH2:14][CH2:15][CH2:16][B:17]1[O:21]C(C)(C)C(C)(C)[O:18]1)[C:6](NC(C)(C)C)=[O:7])(=O)C.[O:43]1CCOCC1.Cl. The catalyst is O. The product is [NH2:4][C:5]([C@@H:26]1[CH2:30][CH2:29][N:28]([S:31]([C:34]2[CH:39]=[CH:38][CH:37]=[CH:36][C:35]=2[N+:40]([O-:42])=[O:41])(=[O:32])=[O:33])[CH2:27]1)([CH2:13][CH2:14][CH2:15][CH2:16][B:17]([OH:18])[OH:21])[C:6]([OH:43])=[O:7]. The yield is 0.200. (5) The reactants are [OH:1][C:2]1[CH:3]=[C:4]([CH:8]=[CH:9][C:10]=1[N+:11]([O-:13])=[O:12])[C:5]([OH:7])=[O:6].CCN(CC)CC.C(O)(=O)[CH2:22][C:23]([CH2:28]C(O)=O)([C:25](O)=O)[OH:24].C1C[O:37][CH2:36]C1. The catalyst is C(OC(OC(C)(C)C)=O)(OC(C)(C)C)=O. The product is [C:23]([O:24][C:36]([O:1][C:2]1[CH:3]=[C:4]([CH:8]=[CH:9][C:10]=1[N+:11]([O-:13])=[O:12])[C:5]([OH:7])=[O:6])=[O:37])([CH3:22])([CH3:25])[CH3:28]. The yield is 0.830. (6) The reactants are [C:1]([NH:4][C:5]1[CH:10]=[C:9]([Cl:11])[CH:8]=[CH:7][C:6]=1/[CH:12]=[CH:13]/[C:14]([OH:16])=O)(=[O:3])[CH3:2].[Cl:17][C:18]1[CH:31]=[CH:30][C:21]([CH2:22][N:23]2[CH2:28][CH2:27][NH:26][CH:25]([CH3:29])[CH2:24]2)=[CH:20][CH:19]=1.CCN=C=NCCCN(C)C.C1C=CC2N(O)N=NC=2C=1. The catalyst is CN(C=O)C. The product is [Cl:11][C:9]1[CH:8]=[CH:7][C:6](/[CH:12]=[CH:13]/[C:14]([N:26]2[CH2:27][CH2:28][N:23]([CH2:22][C:21]3[CH:30]=[CH:31][C:18]([Cl:17])=[CH:19][CH:20]=3)[CH2:24][CH:25]2[CH3:29])=[O:16])=[C:5]([NH:4][C:1](=[O:3])[CH3:2])[CH:10]=1. The yield is 0.630. (7) The reactants are N#N.[C:3]([CH2:5][CH2:6][O:7][P:8](Cl)[N:9]([CH:13]([CH3:15])[CH3:14])[CH:10]([CH3:12])[CH3:11])#[N:4].[CH3:17][O:18][C:19]1[CH:24]=[CH:23][C:22]([C:25]([C:64]2[CH:69]=[CH:68][C:67]([O:70][CH3:71])=[CH:66][CH:65]=2)([C:58]2[CH:63]=[CH:62][CH:61]=[CH:60][CH:59]=2)[O:26][CH2:27][C@H:28]2[O:32][C@@H:31]([N:33]3[CH:41]=[N:40][C:39]4[C:34]3=[N:35][CH:36]=[N:37][C:38]=4[O:42][CH2:43][CH2:44][Si:45]([CH3:48])([CH3:47])[CH3:46])[C@@H:30]([O:49][CH2:50][C:51]3[CH:56]=[CH:55][CH:54]=[CH:53][CH:52]=3)[C@@H:29]2[OH:57])=[CH:21][CH:20]=1.C(N(CC)C(C)C)(C)C.CN1C=CN=C1. The catalyst is CCOC(C)=O.CCCCCC.C(N(CC)CC)C.O1CCCC1. The product is [CH3:17][O:18][C:19]1[CH:24]=[CH:23][C:22]([C:25]([C:64]2[CH:65]=[CH:66][C:67]([O:70][CH3:71])=[CH:68][CH:69]=2)([C:58]2[CH:59]=[CH:60][CH:61]=[CH:62][CH:63]=2)[O:26][CH2:27][C@H:28]2[O:32][C@@H:31]([N:33]3[CH:41]=[N:40][C:39]4[C:34]3=[N:35][CH:36]=[N:37][C:38]=4[O:42][CH2:43][CH2:44][Si:45]([CH3:48])([CH3:47])[CH3:46])[C@@H:30]([O:49][CH2:50][C:51]3[CH:56]=[CH:55][CH:54]=[CH:53][CH:52]=3)[C@@H:29]2[O:57][P:8]([O:7][CH2:6][CH2:5][C:3]#[N:4])[N:9]([CH:10]([CH3:11])[CH3:12])[CH:13]([CH3:14])[CH3:15])=[CH:21][CH:20]=1. The yield is 0.946. (8) The reactants are [H-].[Na+].[F:3][C:4]1[C:9]([C:10]([C:12]2[N:13]=[CH:14][NH:15][CH:16]=2)=[O:11])=[CH:8][CH:7]=[CH:6][N:5]=1.[CH2:17](Br)[C:18]1[CH:23]=[CH:22][CH:21]=[CH:20][CH:19]=1. The catalyst is O1CCCC1.C(OCC)(=O)C. The product is [CH2:17]([N:15]1[CH:16]=[C:12]([C:10]([C:9]2[C:4]([F:3])=[N:5][CH:6]=[CH:7][CH:8]=2)=[O:11])[N:13]=[CH:14]1)[C:18]1[CH:23]=[CH:22][CH:21]=[CH:20][CH:19]=1. The yield is 0.680. (9) The reactants are BrC1N=C(C(=O)NC)C(NC2C(C(F)(F)F)=CN=C(NC3C=CC(CP(=O)(O[C@@H](CCN4C=C(B5OC(C)(C)C(C)(C)O5)C=N4)C)OCC)=CC=3OC)N=2)=CC=1.[Br:57][C:58]1[N:63]=[C:62]([C:64](=[O:67])[NH:65][CH3:66])[C:61]([NH:68][C:69]2[C:74]([C:75]([F:78])([F:77])[F:76])=[CH:73][N:72]=[C:71]([NH:79][C:80]3[CH:93]=[CH:92][C:83]([CH2:84][P:85](=[O:91])([OH:90])[O:86][CH:87]([CH3:89])[CH3:88])=[CH:82][C:81]=3[O:94][CH3:95])[N:70]=2)=[CH:60][CH:59]=1.[CH3:96][C:97]([CH3:115])([CH2:100][N:101]1[CH:105]=[C:104]([B:106]2[O:110][C:109]([CH3:112])([CH3:111])[C:108]([CH3:114])([CH3:113])[O:107]2)[CH:103]=[N:102]1)[CH2:98]O. The product is [Br:57][C:58]1[N:63]=[C:62]([C:64](=[O:67])[NH:65][CH3:66])[C:61]([NH:68][C:69]2[C:74]([C:75]([F:78])([F:76])[F:77])=[CH:73][N:72]=[C:71]([NH:79][C:80]3[CH:93]=[CH:92][C:83]([CH2:84][P:85](=[O:90])([O:86][CH:87]([CH3:88])[CH3:89])[O:91][CH2:96][C:97]([CH3:115])([CH3:98])[CH2:100][N:101]4[CH:105]=[C:104]([B:106]5[O:110][C:109]([CH3:112])([CH3:111])[C:108]([CH3:114])([CH3:113])[O:107]5)[CH:103]=[N:102]4)=[CH:82][C:81]=3[O:94][CH3:95])[N:70]=2)=[CH:60][CH:59]=1. The yield is 0.400. No catalyst specified.